This data is from Forward reaction prediction with 1.9M reactions from USPTO patents (1976-2016). The task is: Predict the product of the given reaction. (1) Given the reactants [CH:1]1([C:4]2[N:8]([C:9]3[CH:14]=[CH:13][CH:12]=[C:11]([C:15]([F:18])([F:17])[F:16])[CH:10]=3)[N:7]=[C:6]([CH3:19])[C:5]=2[C:20]([N:22]2[CH2:27][CH2:26][C:25](=O)[CH2:24][CH2:23]2)=[O:21])[CH2:3][CH2:2]1.[OH:29][C@H:30]1[CH2:34][CH2:33][NH:32][CH2:31]1, predict the reaction product. The product is: [CH:1]1([C:4]2[N:8]([C:9]3[CH:14]=[CH:13][CH:12]=[C:11]([C:15]([F:18])([F:17])[F:16])[CH:10]=3)[N:7]=[C:6]([CH3:19])[C:5]=2[C:20]([N:22]2[CH2:23][CH2:24][CH:25]([N:32]3[CH2:33][CH2:34][C@H:30]([OH:29])[CH2:31]3)[CH2:26][CH2:27]2)=[O:21])[CH2:2][CH2:3]1. (2) Given the reactants [Si]([O:8][C@H:9]([C:23]1[CH:32]=[CH:31][C:30]([OH:33])=[C:29]2[C:24]=1[CH:25]=[CH:26][C:27](=[O:34])[NH:28]2)[CH2:10][NH:11][CH:12]1[CH2:17][CH2:16][N:15]([CH2:18][CH2:19][C:20](O)=[O:21])[CH2:14][CH2:13]1)(C(C)(C)C)(C)C.C[N:36](C(ON1N=NC2C=CC=NC1=2)=[N+](C)C)C.F[P-](F)(F)(F)(F)F.C(N(CC)CC)C.[Cl:66][C:67]1[CH:68]=[C:69]([CH:72]=[C:73]([Cl:75])[CH:74]=1)[CH2:70]N, predict the reaction product. The product is: [Cl:66][C:67]1[CH:68]=[C:69]([CH:72]=[C:73]([Cl:75])[CH:74]=1)[CH2:70][CH:19]([CH2:18][N:15]1[CH2:14][CH2:13][CH:12]([NH:11][CH2:10][C@H:9]([OH:8])[C:23]2[CH:32]=[CH:31][C:30]([OH:33])=[C:29]3[C:24]=2[CH:25]=[CH:26][C:27](=[O:34])[NH:28]3)[CH2:17][CH2:16]1)[C:20]([NH2:36])=[O:21]. (3) Given the reactants C[O:2][CH:3](OC)[CH2:4][O:5][C:6]1[CH:11]=[CH:10][C:9]([F:12])=[CH:8][CH:7]=1.FC(F)(F)C(O)=O, predict the reaction product. The product is: [F:12][C:9]1[CH:10]=[CH:11][C:6]([O:5][CH2:4][CH:3]=[O:2])=[CH:7][CH:8]=1. (4) Given the reactants Cl[CH2:2][C:3]1[CH:8]=[CH:7][N:6]=[C:5]([C:9]2[CH:14]=[C:13]([O:15][CH3:16])[C:12]([O:17][CH3:18])=[C:11]([O:19][CH3:20])[CH:10]=2)[CH:4]=1.[C:21]1(=[O:31])[NH:25][C:24](=[O:26])[C:23]2=[CH:27][CH:28]=[CH:29][CH:30]=[C:22]12.[K].O, predict the reaction product. The product is: [CH3:20][O:19][C:11]1[CH:10]=[C:9]([C:5]2[CH:4]=[C:3]([CH2:2][N:25]3[C:24](=[O:26])[C:23]4=[CH:27][CH:28]=[CH:29][CH:30]=[C:22]4[C:21]3=[O:31])[CH:8]=[CH:7][N:6]=2)[CH:14]=[C:13]([O:15][CH3:16])[C:12]=1[O:17][CH3:18]. (5) Given the reactants C([O:3][C:4]1[C:7](=[O:8])[C:6](=[O:9])[C:5]=1[NH:10][CH2:11][CH2:12][CH:13]1[CH2:18][CH2:17][N:16]([C:19]([O:21][CH2:22][C:23]2[CH:28]=[C:27]([Cl:29])[CH:26]=[C:25]([Cl:30])[CH:24]=2)=[O:20])[CH2:15][CH2:14]1)C.Cl, predict the reaction product. The product is: [OH:9][C:6]1[C:7](=[O:8])[C:4](=[O:3])[C:5]=1[NH:10][CH2:11][CH2:12][CH:13]1[CH2:18][CH2:17][N:16]([C:19]([O:21][CH2:22][C:23]2[CH:28]=[C:27]([Cl:29])[CH:26]=[C:25]([Cl:30])[CH:24]=2)=[O:20])[CH2:15][CH2:14]1. (6) Given the reactants [CH3:1][S:2]([C:5]1[N:6]=[CH:7][C:8]([N:11]2[CH2:15][CH2:14][C:13]3([CH2:20][CH2:19][NH:18][CH2:17][CH2:16]3)[C:12]2=[O:21])=[N:9][CH:10]=1)(=[O:4])=[O:3].[CH3:22][C:23]1[C:31]([C@@H:32]2[CH2:34][O:33]2)=[CH:30][CH:29]=[C:28]2[C:24]=1[CH2:25][O:26][C:27]2=[O:35], predict the reaction product. The product is: [OH:33][C@H:32]([C:31]1[C:23]([CH3:22])=[C:24]2[C:28](=[CH:29][CH:30]=1)[C:27](=[O:35])[O:26][CH2:25]2)[CH2:34][N:18]1[CH2:19][CH2:20][C:13]2([C:12](=[O:21])[N:11]([C:8]3[CH:7]=[N:6][C:5]([S:2]([CH3:1])(=[O:4])=[O:3])=[CH:10][N:9]=3)[CH2:15][CH2:14]2)[CH2:16][CH2:17]1.